This data is from Forward reaction prediction with 1.9M reactions from USPTO patents (1976-2016). The task is: Predict the product of the given reaction. Given the reactants C([O:3][C:4]([C:6]1([CH2:19][C:20]#[N:21])[CH2:11][CH2:10][N:9]([C:12]([O:14][C:15]([CH3:18])([CH3:17])[CH3:16])=[O:13])[CH2:8][CH2:7]1)=O)C.[BH4-].[Na+].N, predict the reaction product. The product is: [C:15]([O:14][C:12]([N:9]1[CH2:10][CH2:11][C:6]2([C:4](=[O:3])[NH:21][CH2:20][CH2:19]2)[CH2:7][CH2:8]1)=[O:13])([CH3:18])([CH3:17])[CH3:16].